Task: Predict the product of the given reaction.. Dataset: Forward reaction prediction with 1.9M reactions from USPTO patents (1976-2016) (1) Given the reactants [Cl:1][C:2]1[S:3][C:4]([C:12]([NH:14]C(C)(C2C=CC=CC=2)C)=[O:13])=[C:5]([C:7]([O:9][CH2:10][CH3:11])=[O:8])[N:6]=1, predict the reaction product. The product is: [NH2:14][C:12]([C:4]1[S:3][C:2]([Cl:1])=[N:6][C:5]=1[C:7]([O:9][CH2:10][CH3:11])=[O:8])=[O:13]. (2) Given the reactants [NH2:1][C:2]1[C:3]2[C:8]([N:9]=[C:10]3[C:15]=1[CH:14]=[CH:13][CH:12]=[CH:11]3)=[CH:7][CH:6]=[CH:5][CH:4]=2.[OH:16][C:17]1[CH:24]=[CH:23][C:22]([N+:25]([O-:27])=[O:26])=[CH:21][C:18]=1[CH:19]=O.[BH3-]C#N.[Na+].[K+].[Br-], predict the reaction product. The product is: [CH:4]1[C:3]2[C:8](=[N:9][C:10]3[C:15]([C:2]=2[NH:1][CH2:19][C:18]2[CH:21]=[C:22]([N+:25]([O-:27])=[O:26])[CH:23]=[CH:24][C:17]=2[OH:16])=[CH:14][CH:13]=[CH:12][CH:11]=3)[CH:7]=[CH:6][CH:5]=1. (3) Given the reactants [Cl:1][C:2]1[N:3]=[C:4]([N:15]2[CH2:20][CH2:19][O:18][CH2:17][CH2:16]2)[C:5]2[S:10][C:9]([CH2:11][NH:12][CH3:13])=[C:8]([CH3:14])[C:6]=2[N:7]=1.C(N(CC)CC)C.[C:28](Cl)(=[O:35])[C:29]1[CH:34]=[CH:33][CH:32]=[CH:31][CH:30]=1, predict the reaction product. The product is: [Cl:1][C:2]1[N:3]=[C:4]([N:15]2[CH2:20][CH2:19][O:18][CH2:17][CH2:16]2)[C:5]2[S:10][C:9]([CH2:11][N:12]([CH3:13])[C:28](=[O:35])[C:29]3[CH:34]=[CH:33][CH:32]=[CH:31][CH:30]=3)=[C:8]([CH3:14])[C:6]=2[N:7]=1. (4) Given the reactants [C:1]([C:3]1[C:4]([NH2:9])=[N:5][CH:6]=[CH:7][CH:8]=1)#[CH:2].Br[C:11]1[CH:12]=[C:13]2[C:20]3([CH2:25][CH2:24][S:23][C:22]([NH2:26])=[N:21]3)[CH2:19][CH2:18][O:17][C:14]2=[CH:15][CH:16]=1.O, predict the reaction product. The product is: [NH2:9][C:4]1[C:3]([C:1]#[C:2][C:11]2[CH:12]=[C:13]3[C:20]4([CH2:25][CH2:24][S:23][C:22]([NH2:26])=[N:21]4)[CH2:19][CH2:18][O:17][C:14]3=[CH:15][CH:16]=2)=[CH:8][CH:7]=[CH:6][N:5]=1. (5) Given the reactants [OH:1][C:2]1[CH:7]=[CH:6][C:5]([C:8]2[CH:13]=[CH:12][C:11]([C:14]([F:17])([F:16])[F:15])=[CH:10][CH:9]=2)=[CH:4][CH:3]=1.[P:18](Cl)(Cl)(Cl)=[O:19].Cl.[CH:24]([O:27][C:28](=[O:32])[C@H:29]([CH3:31])[NH2:30])([CH3:26])[CH3:25].FC1C(O)=C(F)C(F)=C(F)C=1F.[F:45][C@:46]1([CH3:62])[C@H:50]([OH:51])[C@@H:49]([CH2:52][OH:53])[O:48][C@H:47]1[N:54]1[CH:61]=[CH:60][C:58](=[O:59])[NH:57][C:55]1=[O:56], predict the reaction product. The product is: [CH:24]([O:27][C:28](=[O:32])[CH:29]([NH:30][P:18]([O:1][C:2]1[CH:7]=[CH:6][C:5]([C:8]2[CH:13]=[CH:12][C:11]([C:14]([F:15])([F:16])[F:17])=[CH:10][CH:9]=2)=[CH:4][CH:3]=1)([O:53][CH2:52][C@@H:49]1[C@@H:50]([OH:51])[C@:46]([F:45])([CH3:62])[C@H:47]([N:54]2[CH:61]=[CH:60][C:58](=[O:59])[NH:57][C:55]2=[O:56])[O:48]1)=[O:19])[CH3:31])([CH3:26])[CH3:25]. (6) Given the reactants [CH3:1][C:2]1[CH:13]=[CH:12][C:5]2[NH:6][C:7](=[O:11])[O:8][C:9](=[O:10])[C:4]=2[CH:3]=1.[H-].[Na+].F[C:17]1[CH:24]=[CH:23][C:20]([CH2:21]Br)=[CH:19][CH:18]=1, predict the reaction product. The product is: [CH2:21]([N:6]1[C:5]2[CH:12]=[CH:13][C:2]([CH3:1])=[CH:3][C:4]=2[C:9](=[O:10])[O:8][C:7]1=[O:11])[C:20]1[CH:23]=[CH:24][CH:17]=[CH:18][CH:19]=1. (7) Given the reactants [CH3:1][S:2]([C:4]1[CH:9]=[CH:8][C:7]([N:10]2[C:14]3[CH:15]=[C:16]([C:19]4[O:23][C:22]([SH:24])=[N:21][N:20]=4)[CH:17]=[CH:18][C:13]=3[N:12]=[CH:11]2)=[CH:6][CH:5]=1)=[O:3].[F:25][C:26]1[CH:27]=[C:28]([CH:31]=[CH:32][CH:33]=1)[CH2:29]Br, predict the reaction product. The product is: [F:25][C:26]1[CH:27]=[C:28]([CH:31]=[CH:32][CH:33]=1)[CH2:29][S:24][C:22]1[O:23][C:19]([C:16]2[CH:17]=[CH:18][C:13]3[N:12]=[CH:11][N:10]([C:7]4[CH:8]=[CH:9][C:4]([S:2]([CH3:1])=[O:3])=[CH:5][CH:6]=4)[C:14]=3[CH:15]=2)=[N:20][N:21]=1.